Dataset: Reaction yield outcomes from USPTO patents with 853,638 reactions. Task: Predict the reaction yield, written as a fraction of the theoretical maximum amount of product (1.0 means a 100% yield; for example, 0.34 means a 34% yield). (1) The product is [CH3:14][C:15]1([CH3:31])[C:19]([CH3:21])([CH3:20])[O:18][B:17]([C:2]2[CH:3]=[C:4]([CH:7]=[C:8]([C:10]([F:13])([F:12])[F:11])[CH:9]=2)[C:5]#[N:6])[O:16]1. The catalyst is O1CCOCC1.C1C=CC(P(C2C=CC=CC=2)[C-]2C=CC=C2)=CC=1.C1C=CC(P(C2C=CC=CC=2)[C-]2C=CC=C2)=CC=1.Cl[Pd]Cl.[Fe+2]. The reactants are Br[C:2]1[CH:3]=[C:4]([CH:7]=[C:8]([C:10]([F:13])([F:12])[F:11])[CH:9]=1)[C:5]#[N:6].[CH3:14][C:15]1([CH3:31])[C:19]([CH3:21])([CH3:20])[O:18][B:17]([B:17]2[O:18][C:19]([CH3:21])([CH3:20])[C:15]([CH3:31])([CH3:14])[O:16]2)[O:16]1.C([O-])(=O)C.[K+]. The yield is 0.330. (2) The reactants are [NH:1]([C:3]1[CH:11]=[CH:10][C:6]([C:7]([OH:9])=[O:8])=[CH:5][CH:4]=1)[NH2:2].[C:12](O)(=O)/[C:13](=[C:15](\[CH:17]=[O:18])/[Br:16])/[Br:14].Cl. The catalyst is C(O)C.O. The product is [Br:14][C:13]1[CH:12]=[N:2][N:1]([C:3]2[CH:4]=[CH:5][C:6]([C:7]([OH:9])=[O:8])=[CH:10][CH:11]=2)[C:17](=[O:18])[C:15]=1[Br:16]. The yield is 0.620.